The task is: Predict the product of the given reaction.. This data is from Forward reaction prediction with 1.9M reactions from USPTO patents (1976-2016). (1) Given the reactants [H-].[Na+].[NH:3]1[C:7]2[CH:8]=[CH:9][CH:10]=[CH:11][C:6]=2[N:5]=[C:4]1[C:12]1[S:13][CH:14]=C(C)N=1.Br[CH2:19][C:20]1[C:29]2[C:24](=[C:25]([F:30])[CH:26]=[CH:27][CH:28]=2)[NH:23][C:22](=[O:31])[CH:21]=1.CCO[C:35]([CH3:37])=O.[Cl-].[Na+].O.C[N:42](C=O)C, predict the reaction product. The product is: [F:30][C:25]1[CH:26]=[CH:27][CH:28]=[C:29]2[C:24]=1[NH:23][C:22](=[O:31])[CH:21]=[C:20]2[CH2:19][N:5]1[C:6]2[CH:11]=[CH:10][CH:9]=[CH:8][C:7]=2[N:3]=[C:4]1[C:12]1[S:13][CH:14]=[N:42][C:35]=1[CH3:37]. (2) Given the reactants [CH3:1][C:2]1[C:3]([C:8]2[CH:9]=[C:10]([CH:18]=[CH:19][CH:20]=2)[C:11]([O:13][C:14]([CH3:17])([CH3:16])[CH3:15])=[O:12])=[N:4][CH:5]=[CH:6][CH:7]=1.[OH:21]O, predict the reaction product. The product is: [C:14]([O:13][C:11]([C:10]1[CH:9]=[C:8]([C:3]2[C:2]([CH3:1])=[CH:7][CH:6]=[CH:5][N+:4]=2[O-:21])[CH:20]=[CH:19][CH:18]=1)=[O:12])([CH3:17])([CH3:15])[CH3:16]. (3) The product is: [F:23][C:18]1[CH:17]=[C:16]([C@@H:2]2[NH:1][C:10]3[NH:9][C:8](=[O:12])[N:7]([CH2:13][CH3:14])[C:6](=[O:15])[C:5]=3[CH2:4][CH2:3]2)[CH:21]=[CH:20][C:19]=1[F:22]. Given the reactants [NH2:1][C@@H:2]([C:16]1[CH:21]=[CH:20][C:19]([F:22])=[C:18]([F:23])[CH:17]=1)[CH2:3][CH2:4][C:5]1[C:6](=[O:15])[N:7]([CH2:13][CH3:14])[C:8](=[O:12])[NH:9][C:10]=1Cl.C([O-])([O-])=O.[K+].[K+], predict the reaction product.